From a dataset of Forward reaction prediction with 1.9M reactions from USPTO patents (1976-2016). Predict the product of the given reaction. Given the reactants [F:1][C:2]1[CH:3]=[C:4]([C@@H:9]2[CH2:13][N:12]([CH2:14][CH2:15][O:16][CH3:17])[CH2:11][C@H:10]2[NH:18][C:19](=[O:37])[NH:20][C:21]2[N:25]([CH3:26])[N:24]=[C:23]([C:27]3[CH:36]=[CH:35][C:30]([C:31]([O:33]C)=[O:32])=[CH:29][CH:28]=3)[CH:22]=2)[CH:5]=[CH:6][C:7]=1[F:8].C1COCC1.CO.[Li+:45].[OH-], predict the reaction product. The product is: [F:1][C:2]1[CH:3]=[C:4]([C@@H:9]2[CH2:13][N:12]([CH2:14][CH2:15][O:16][CH3:17])[CH2:11][C@H:10]2[NH:18][C:19](=[O:37])[NH:20][C:21]2[N:25]([CH3:26])[N:24]=[C:23]([C:27]3[CH:28]=[CH:29][C:30]([C:31]([O-:33])=[O:32])=[CH:35][CH:36]=3)[CH:22]=2)[CH:5]=[CH:6][C:7]=1[F:8].[Li+:45].